Dataset: Catalyst prediction with 721,799 reactions and 888 catalyst types from USPTO. Task: Predict which catalyst facilitates the given reaction. (1) Reactant: C([O:8][CH2:9][C:10]1[N:11]([C:18]2[CH:23]=[CH:22][N:21]=[CH:20][CH:19]=2)[CH:12]=[C:13]([CH:15]([CH3:17])[CH3:16])[N:14]=1)C1C=CC=CC=1.O.C1(C)C=CC=CC=1. Product: [OH:8][CH2:9][C:10]1[N:11]([C:18]2[CH:19]=[CH:20][N:21]=[CH:22][CH:23]=2)[CH:12]=[C:13]([CH:15]([CH3:17])[CH3:16])[N:14]=1. The catalyst class is: 33. (2) Reactant: [CH2:1]([O:8][CH2:9][CH2:10][CH2:11][O:12][C:13]1[CH:22]=[C:21]2[C:16]([CH2:17][CH2:18][CH:19]([C:23]([O:25][CH2:26][CH3:27])=[O:24])[O:20]2)=[CH:15][CH:14]=1)[C:2]1[CH:7]=[CH:6][CH:5]=[CH:4][CH:3]=1.CN(C)P(N(C)C)(N(C)C)=O.C[Si]([N-][Si](C)(C)C)(C)C.[Na+].I[CH2:50][CH3:51]. Product: [CH2:1]([O:8][CH2:9][CH2:10][CH2:11][O:12][C:13]1[CH:22]=[C:21]2[C:16]([CH2:17][CH2:18][C:19]([CH2:50][CH3:51])([C:23]([O:25][CH2:26][CH3:27])=[O:24])[O:20]2)=[CH:15][CH:14]=1)[C:2]1[CH:7]=[CH:6][CH:5]=[CH:4][CH:3]=1. The catalyst class is: 1. (3) Reactant: [OH:1][C:2]1[CH:7]=[C:6]([CH3:8])[C:5]([C:9]2[CH:14]=[CH:13][CH:12]=[C:11]([CH:15]=[O:16])[CH:10]=2)=[C:4]([CH3:17])[CH:3]=1.[CH3:18][O:19][CH2:20]Cl.C(=O)([O-])[O-].[K+].[K+].[I-].[K+]. Product: [CH3:18][O:19][CH2:20][O:1][C:2]1[CH:7]=[C:6]([CH3:8])[C:5]([C:9]2[CH:14]=[CH:13][CH:12]=[C:11]([CH:15]=[O:16])[CH:10]=2)=[C:4]([CH3:17])[CH:3]=1. The catalyst class is: 42. (4) Reactant: [N:1]([CH2:4][C:5]1[O:9][C:8]([C:10](=[O:12])[CH3:11])=[CH:7][CH:6]=1)=[N+]=[N-].C1C=CC(P(C2C=CC=CC=2)C2C=CC=CC=2)=CC=1.O. Product: [NH2:1][CH2:4][C:5]1[O:9][C:8]([C:10](=[O:12])[CH3:11])=[CH:7][CH:6]=1. The catalyst class is: 1. (5) Reactant: [Cl:1][C:2]1[C:7]([F:8])=[CH:6][CH:5]=[C:4]([Cl:9])[C:3]=1[CH:10]([C:12]1[C:20]2[C:15](=[N:16][CH:17]=[C:18]([C:21]3[CH:22]=[N:23][N:24]([CH:26]4[CH2:31][CH2:30][NH:29][CH2:28][CH2:27]4)[CH:25]=3)[CH:19]=2)[NH:14][CH:13]=1)[CH3:11].[CH:32](O)=[O:33].CN(C(ON1N=NC2C=CC=CC1=2)=[N+](C)C)C.[B-](F)(F)(F)F.CCN(C(C)C)C(C)C. Product: [Cl:1][C:2]1[C:7]([F:8])=[CH:6][CH:5]=[C:4]([Cl:9])[C:3]=1[CH:10]([C:12]1[C:20]2[C:15](=[N:16][CH:17]=[C:18]([C:21]3[CH:22]=[N:23][N:24]([CH:26]4[CH2:27][CH2:28][N:29]([CH:32]=[O:33])[CH2:30][CH2:31]4)[CH:25]=3)[CH:19]=2)[NH:14][CH:13]=1)[CH3:11]. The catalyst class is: 2.